Dataset: Forward reaction prediction with 1.9M reactions from USPTO patents (1976-2016). Task: Predict the product of the given reaction. The product is: [C:19]([O:23][C:24](=[O:32])[NH:25][CH:26]1[CH2:31][CH2:30][CH2:29][N:28]([CH2:3][C:2]([F:13])([F:12])[F:1])[CH2:27]1)([CH3:22])([CH3:20])[CH3:21]. Given the reactants [F:1][C:2]([F:13])([F:12])[CH2:3]OS(C(F)(F)F)(=O)=O.C([O-])(O)=O.[Na+].[C:19]([O:23][C:24](=[O:32])[NH:25][CH:26]1[CH2:31][CH2:30][CH2:29][NH:28][CH2:27]1)([CH3:22])([CH3:21])[CH3:20], predict the reaction product.